Dataset: NCI-60 drug combinations with 297,098 pairs across 59 cell lines. Task: Regression. Given two drug SMILES strings and cell line genomic features, predict the synergy score measuring deviation from expected non-interaction effect. (1) Drug 1: CNC(=O)C1=CC=CC=C1SC2=CC3=C(C=C2)C(=NN3)C=CC4=CC=CC=N4. Drug 2: CCN(CC)CCNC(=O)C1=C(NC(=C1C)C=C2C3=C(C=CC(=C3)F)NC2=O)C. Cell line: NCI-H226. Synergy scores: CSS=0.990, Synergy_ZIP=0.656, Synergy_Bliss=1.62, Synergy_Loewe=-2.88, Synergy_HSA=-2.39. (2) Drug 1: CCCCCOC(=O)NC1=NC(=O)N(C=C1F)C2C(C(C(O2)C)O)O. Drug 2: CC(C)NC(=O)C1=CC=C(C=C1)CNNC.Cl. Cell line: SK-MEL-28. Synergy scores: CSS=-4.46, Synergy_ZIP=2.11, Synergy_Bliss=-1.41, Synergy_Loewe=-3.02, Synergy_HSA=-4.72.